From a dataset of Catalyst prediction with 721,799 reactions and 888 catalyst types from USPTO. Predict which catalyst facilitates the given reaction. (1) Product: [C:35]([C:34]1[CH:37]=[C:30]([CH:31]=[CH:32][C:33]=1[O:38][CH:39]([CH3:41])[CH3:40])[CH2:29][O:1][C:2]1[CH:10]=[CH:9][C:8]2[N:7]3[CH2:11][CH2:12][CH:13]([CH2:14][C:15]([O:17][C:18]([CH3:21])([CH3:20])[CH3:19])=[O:16])[C:6]3=[CH:5][C:4]=2[CH:3]=1)#[N:36]. Reactant: [OH:1][C:2]1[CH:10]=[CH:9][C:8]2[N:7]3[CH2:11][CH2:12][CH:13]([CH2:14][C:15]([O:17][C:18]([CH3:21])([CH3:20])[CH3:19])=[O:16])[C:6]3=[CH:5][C:4]=2[CH:3]=1.C(=O)([O-])[O-].[Cs+].[Cs+].Cl[CH2:29][C:30]1[CH:31]=[CH:32][C:33]([O:38][CH:39]([CH3:41])[CH3:40])=[C:34]([CH:37]=1)[C:35]#[N:36].O. The catalyst class is: 3. (2) Reactant: [C:1]([O:9][CH2:10][CH2:11][CH2:12][CH2:13][N:14]1[CH:18]=[C:17]([C:19]([OH:21])=O)[N:16]=[N:15]1)(=[O:8])[C:2]1[CH:7]=[CH:6][CH:5]=[CH:4][CH:3]=1.[F:22][C:23]([F:34])([F:33])[O:24][C:25]1[CH:26]=[C:27]([CH2:31][NH2:32])[CH:28]=[CH:29][CH:30]=1.CN(C(ON1N=NC2C=CC=NC1=2)=[N+](C)C)C.F[P-](F)(F)(F)(F)F.CCN(C(C)C)C(C)C. Product: [C:1]([O:9][CH2:10][CH2:11][CH2:12][CH2:13][N:14]1[CH:18]=[C:17]([C:19](=[O:21])[NH:32][CH2:31][C:27]2[CH:28]=[CH:29][CH:30]=[C:25]([O:24][C:23]([F:22])([F:33])[F:34])[CH:26]=2)[N:16]=[N:15]1)(=[O:8])[C:2]1[CH:3]=[CH:4][CH:5]=[CH:6][CH:7]=1. The catalyst class is: 18. (3) Reactant: [CH2:1]([N:4]([CH2:8][C:9]1[CH:10]=[C:11]([CH:15]=[CH:16][CH:17]=1)[C:12]([OH:14])=O)[CH2:5][CH2:6][CH3:7])[CH2:2][CH3:3].CCN=C=NCCCN(C)C.Cl.C1C=CC2N(O)N=NC=2C=1.[CH3:40][O:41][C:42](=[O:51])[C:43]1[CH:48]=[CH:47][C:46]([NH2:49])=[C:45]([NH2:50])[CH:44]=1. Product: [CH3:40][O:41][C:42](=[O:51])[C:43]1[CH:48]=[CH:47][C:46]([NH2:49])=[C:45]([NH:50][C:12](=[O:14])[C:11]2[CH:15]=[CH:16][CH:17]=[C:9]([CH2:8][N:4]([CH2:1][CH2:2][CH3:3])[CH2:5][CH2:6][CH3:7])[CH:10]=2)[CH:44]=1. The catalyst class is: 22. (4) Reactant: C([Mg]Br)=C.C[O:6][C:7]1[CH:8]=[C:9]2[C:14](=[CH:15][CH:16]=1)[C:13](=O)[CH2:12][CH2:11][CH2:10]2.[NH4+].[Cl-]. Product: [CH2:16]1[CH:7]([OH:6])[CH2:8][C:9]2[C:14](=[CH:13][CH:12]=[CH:11][CH:10]=2)[CH2:15]1. The catalyst class is: 1. (5) Reactant: [NH:1]([C:18]([O:20]CC1C2C(=CC=CC=2)C2C1=CC=CC=2)=O)[C@H:2]([C:15]([OH:17])=[O:16])[CH2:3][C:4]1[CH:9]=[CH:8][C:7]([O:10]C(C)(C)C)=[CH:6][CH:5]=1.[C:35]1([C:41]2[CH:46]=[C:45]([C:47]3[CH:52]=[CH:51][CH:50]=[CH:49][CH:48]=3)[N:44]=[C:43]([O:53][CH2:54][CH2:55][CH2:56][CH2:57][CH2:58]C(O)=O)[CH:42]=2)[CH:40]=[CH:39][CH:38]=[CH:37][CH:36]=1.CN(C(ON1N=NC2C=CC=CC1=2)=[N+](C)C)C.F[P-](F)(F)(F)(F)F.C1C=CC2N(O)N=NC=2C=1. Product: [C:35]1([C:41]2[CH:46]=[C:45]([C:47]3[CH:52]=[CH:51][CH:50]=[CH:49][CH:48]=3)[N:44]=[C:43]([O:53][CH2:54][CH2:55][CH2:56][CH2:57][CH2:58][C:18]([NH:1][C@H:2]([C:15]([OH:17])=[O:16])[CH2:3][C:4]3[CH:5]=[CH:6][C:7]([OH:10])=[CH:8][CH:9]=3)=[O:20])[CH:42]=2)[CH:40]=[CH:39][CH:38]=[CH:37][CH:36]=1. The catalyst class is: 3. (6) Reactant: [C:1]([C:5]1[O:9][CH:8]=[N:7][C:6]=1[CH:10]=[C:11](O)[C:12]([NH:14][C@H:15]([C:23](=[O:25])[NH2:24])[CH2:16][C:17]1[CH:22]=[CH:21][CH:20]=[CH:19][CH:18]=1)=[O:13])([CH3:4])([CH3:3])[CH3:2].CC1C=CC(S(O)(=O)=O)=CC=1. Product: [C:1]([C:5]1[O:9][CH:8]=[N:7][C:6]=1/[CH:10]=[C:11]1/[C:12](=[O:13])[NH:14][C@@H:15]([CH2:16][C:17]2[CH:22]=[CH:21][CH:20]=[CH:19][CH:18]=2)[C:23](=[O:25])[NH:24]/1)([CH3:4])([CH3:3])[CH3:2]. The catalyst class is: 11. (7) Reactant: [CH2:1]([N:3]1[C:7]2=[N:8][C:9]([CH3:22])=[C:10]([C:19]([OH:21])=O)[C:11]([NH:12][CH:13]3[CH2:18][CH2:17][O:16][CH2:15][CH2:14]3)=[C:6]2[CH:5]=[N:4]1)[CH3:2].C(Cl)CCl.C1C=CC2N(O)N=NC=2C=1.[C:37]([O:41][C:42]([CH3:45])([CH3:44])[CH3:43])(=[O:40])[NH:38][NH2:39]. Product: [CH2:1]([N:3]1[C:7]2=[N:8][C:9]([CH3:22])=[C:10]([C:19]([NH:39][NH:38][C:37]([O:41][C:42]([CH3:45])([CH3:44])[CH3:43])=[O:40])=[O:21])[C:11]([NH:12][CH:13]3[CH2:18][CH2:17][O:16][CH2:15][CH2:14]3)=[C:6]2[CH:5]=[N:4]1)[CH3:2]. The catalyst class is: 3.